From a dataset of Reaction yield outcomes from USPTO patents with 853,638 reactions. Predict the reaction yield, written as a fraction of the theoretical maximum amount of product (1.0 means a 100% yield; for example, 0.34 means a 34% yield). (1) The reactants are [O:1]=[C:2]1[CH2:7][CH2:6][N:5]([C:8]([O:10][CH2:11][C:12]2[CH:17]=[CH:16][CH:15]=[CH:14][CH:13]=2)=[O:9])[CH2:4][CH2:3]1.[CH2:18]([O:25][C:26]1[CH:31]=[CH:30][C:29](Br)=[C:28]([F:33])[CH:27]=1)[C:19]1[CH:24]=[CH:23][CH:22]=[CH:21][CH:20]=1. No catalyst specified. The product is [CH2:18]([O:25][C:26]1[CH:31]=[CH:30][C:29]([C:2]2([OH:1])[CH2:3][CH2:4][N:5]([C:8]([O:10][CH2:11][C:12]3[CH:17]=[CH:16][CH:15]=[CH:14][CH:13]=3)=[O:9])[CH2:6][CH2:7]2)=[C:28]([F:33])[CH:27]=1)[C:19]1[CH:20]=[CH:21][CH:22]=[CH:23][CH:24]=1. The yield is 0.610. (2) The reactants are Cl[C:2]1[CH:7]=[C:6]([O:8][C:9]2[CH:14]=[CH:13][C:12]([N+:15]([O-])=O)=[CH:11][CH:10]=2)[N:5]=[C:4]([NH2:18])[N:3]=1.CO.O1CCCC1.C(OCC)(=O)C. The catalyst is [OH-].[C+4].[Pd+2].[OH-].[OH-].[OH-].[OH-].[OH-].CCCCCC. The product is [NH2:15][C:12]1[CH:13]=[CH:14][C:9]([O:8][C:6]2[CH:7]=[CH:2][N:3]=[C:4]([NH2:18])[N:5]=2)=[CH:10][CH:11]=1. The yield is 0.750. (3) The reactants are P(OC1C=CC=CC=1)(OC1C=CC=CC=1)(OC1C=CC=CC=1)=O.C[Zn]C.[C:27]([O:30][C:31](=[O:33])[CH3:32])(=O)[CH3:28].[C:34]1(=O)[CH2:48][CH2:47]C[CH2:45][CH2:44][CH2:43][CH2:42][CH2:41][CH2:40][CH2:39][CH2:38][CH2:37][CH:36]=[CH:35]1.S(=O)(=O)(O)O. The catalyst is C(S([O-])(=O)=O)(F)(F)F.C(S([O-])(=O)=O)(F)(F)F.[Cu+2].C1(C)C=CC=CC=1. The product is [C:31]([O:30][C:27]1[CH2:47][CH2:48][CH2:34][CH2:35][CH2:36][CH2:37][CH2:38][CH2:39][CH2:40][CH2:41][CH2:42][CH2:43][CH:44]([CH3:45])[CH:28]=1)(=[O:33])[CH3:32]. The yield is 0.920. (4) The reactants are [CH:1]1([C:4]([C:6]2[S:7][CH:8]=[CH:9][CH:10]=2)=O)[CH2:3][CH2:2]1.[BH3-]C#[N:13].[Na+]. The catalyst is CO. The product is [CH:1]1([CH:4]([C:6]2[S:7][CH:8]=[CH:9][CH:10]=2)[NH2:13])[CH2:3][CH2:2]1. The yield is 0.420.